Dataset: NCI-60 drug combinations with 297,098 pairs across 59 cell lines. Task: Regression. Given two drug SMILES strings and cell line genomic features, predict the synergy score measuring deviation from expected non-interaction effect. (1) Drug 1: CC1=C2C(C(=O)C3(C(CC4C(C3C(C(C2(C)C)(CC1OC(=O)C(C(C5=CC=CC=C5)NC(=O)OC(C)(C)C)O)O)OC(=O)C6=CC=CC=C6)(CO4)OC(=O)C)O)C)O. Drug 2: C1CN(CCN1C(=O)CCBr)C(=O)CCBr. Cell line: BT-549. Synergy scores: CSS=37.1, Synergy_ZIP=-6.12, Synergy_Bliss=-4.45, Synergy_Loewe=-17.8, Synergy_HSA=2.05. (2) Cell line: HCT-15. Drug 1: CC(C)CN1C=NC2=C1C3=CC=CC=C3N=C2N. Synergy scores: CSS=-6.44, Synergy_ZIP=7.24, Synergy_Bliss=6.15, Synergy_Loewe=-7.13, Synergy_HSA=-6.63. Drug 2: COCCOC1=C(C=C2C(=C1)C(=NC=N2)NC3=CC=CC(=C3)C#C)OCCOC.Cl. (3) Drug 1: CC1C(C(=O)NC(C(=O)N2CCCC2C(=O)N(CC(=O)N(C(C(=O)O1)C(C)C)C)C)C(C)C)NC(=O)C3=C4C(=C(C=C3)C)OC5=C(C(=O)C(=C(C5=N4)C(=O)NC6C(OC(=O)C(N(C(=O)CN(C(=O)C7CCCN7C(=O)C(NC6=O)C(C)C)C)C)C(C)C)C)N)C. Drug 2: C1=NC2=C(N=C(N=C2N1C3C(C(C(O3)CO)O)F)Cl)N. Cell line: SN12C. Synergy scores: CSS=20.3, Synergy_ZIP=-3.22, Synergy_Bliss=2.02, Synergy_Loewe=-12.5, Synergy_HSA=-5.69. (4) Drug 1: CC1=C(C(CCC1)(C)C)C=CC(=CC=CC(=CC(=O)O)C)C. Drug 2: C(CN)CNCCSP(=O)(O)O. Cell line: SK-OV-3. Synergy scores: CSS=1.83, Synergy_ZIP=-0.578, Synergy_Bliss=-0.681, Synergy_Loewe=-3.73, Synergy_HSA=-1.78. (5) Drug 1: C1=NC2=C(N=C(N=C2N1C3C(C(C(O3)CO)O)O)F)N. Drug 2: CNC(=O)C1=NC=CC(=C1)OC2=CC=C(C=C2)NC(=O)NC3=CC(=C(C=C3)Cl)C(F)(F)F. Cell line: SK-OV-3. Synergy scores: CSS=1.19, Synergy_ZIP=-5.19, Synergy_Bliss=-2.91, Synergy_Loewe=-12.8, Synergy_HSA=-3.49. (6) Drug 1: CC1=CC=C(C=C1)C2=CC(=NN2C3=CC=C(C=C3)S(=O)(=O)N)C(F)(F)F. Drug 2: C1CN(P(=O)(OC1)NCCCl)CCCl. Cell line: HL-60(TB). Synergy scores: CSS=-5.13, Synergy_ZIP=4.86, Synergy_Bliss=2.60, Synergy_Loewe=-5.97, Synergy_HSA=-5.43.